From a dataset of Reaction yield outcomes from USPTO patents with 853,638 reactions. Predict the reaction yield, written as a fraction of the theoretical maximum amount of product (1.0 means a 100% yield; for example, 0.34 means a 34% yield). (1) The reactants are [Br:1][C:2]1[CH:7]=[C:6]([Cl:8])[CH:5]=[CH:4][C:3]=1[NH:9][NH2:10].O=[C:12]([CH2:17][CH3:18])[C:13]([O:15][CH3:16])=[O:14]. The catalyst is C(O)C. The product is [CH3:16][O:15][C:13](=[O:14])/[C:12](=[N:10]\[NH:9][C:3]1[CH:4]=[CH:5][C:6]([Cl:8])=[CH:7][C:2]=1[Br:1])/[CH2:17][CH3:18]. The yield is 0.940. (2) The reactants are [OH:1][C@@:2]1([C:9]#[C:10][C:11]2[CH:12]=[C:13]([C:17]3[C:22]4[N:23]=[CH:24][N:25]([CH3:26])[C:21]=4[CH:20]=[C:19]([C:27]([O:29]C)=O)[N:18]=3)[CH:14]=[CH:15][CH:16]=2)[CH2:6][CH2:5][N:4]([CH3:7])[C:3]1=[O:8].[NH3:31]. No catalyst specified. The product is [OH:1][C@@:2]1([C:9]#[C:10][C:11]2[CH:12]=[C:13]([C:17]3[C:22]4[N:23]=[CH:24][N:25]([CH3:26])[C:21]=4[CH:20]=[C:19]([C:27]([NH2:31])=[O:29])[N:18]=3)[CH:14]=[CH:15][CH:16]=2)[CH2:6][CH2:5][N:4]([CH3:7])[C:3]1=[O:8]. The yield is 0.290. (3) The reactants are [NH2:1][C:2]1[C:7]([C:8]([C:10]2[CH:11]=[N:12][C:13](F)=[CH:14][CH:15]=2)=[O:9])=[CH:6][C:5](Br)=[CH:4][N:3]=1.[Cl-].[NH4+].C([N:22](CC)CC)C.[CH3:27][O:28][C:29]1[CH:30]=[C:31](B(O)O)[CH:32]=[CH:33][C:34]=1[O:35][CH3:36].C(=O)([O-])[O-].[Na+].[Na+]. The catalyst is C(O)C.O.Cl[Pd-2](Cl)(P(C1C=CC=CC=1)(C1C=CC=CC=1)C1C=CC=CC=1)P(C1C=CC=CC=1)(C1C=CC=CC=1)C1C=CC=CC=1.C(#N)C. The product is [NH2:1][C:2]1[C:7]([C:8]([C:10]2[CH:11]=[N:12][C:13]([NH2:22])=[CH:14][CH:15]=2)=[O:9])=[CH:6][C:5]([C:32]2[CH:31]=[CH:30][C:29]([O:28][CH3:27])=[C:34]([O:35][CH3:36])[CH:33]=2)=[CH:4][N:3]=1. The yield is 0.310. (4) The reactants are [F:1][C:2]1[CH:7]=[CH:6][CH:5]=[CH:4][C:3]=1[CH2:8][C:9]([OH:11])=[O:10].[C:12]1([C@@H:18](O)[CH3:19])[CH:17]=[CH:16][CH:15]=[CH:14][CH:13]=1.CCN=C=NCCCN(C)C. The catalyst is CN(C1C=CN=CC=1)C.C(Cl)Cl. The product is [F:1][C:2]1[CH:7]=[CH:6][CH:5]=[CH:4][C:3]=1[CH2:8][C:9]([O:11][C@H:18]([C:12]1[CH:17]=[CH:16][CH:15]=[CH:14][CH:13]=1)[CH3:19])=[O:10]. The yield is 0.920. (5) The reactants are [C:1]1([CH2:7][CH2:8][CH2:9][CH2:10][CH2:11][CH2:12][CH2:13][NH2:14])[CH:6]=[CH:5][CH:4]=[CH:3][CH:2]=1.[CH3:15][C:16]1[CH:17]=[C:18]([C:23]2[CH:24]=[C:25]([CH:29]=[C:30]([C:36]3[CH:41]=[C:40]([CH3:42])[CH:39]=[C:38]([CH3:43])[CH:37]=3)[C:31]=2[O:32][CH2:33][O:34][CH3:35])[C:26](O)=[O:27])[CH:19]=[C:20]([CH3:22])[CH:21]=1.C(N(CC)CC)C.ON1C2C=CC=CC=2N=N1.C1CCC(N=C=NC2CCCCC2)CC1. The catalyst is CCOC(C)=O.O.C(Cl)Cl. The product is [C:1]1([CH2:7][CH2:8][CH2:9][CH2:10][CH2:11][CH2:12][CH2:13][NH:14][C:26](=[O:27])[C:25]2[CH:29]=[C:30]([C:36]3[CH:37]=[C:38]([CH3:43])[CH:39]=[C:40]([CH3:42])[CH:41]=3)[C:31]([O:32][CH2:33][O:34][CH3:35])=[C:23]([C:18]3[CH:17]=[C:16]([CH3:15])[CH:21]=[C:20]([CH3:22])[CH:19]=3)[CH:24]=2)[CH:6]=[CH:5][CH:4]=[CH:3][CH:2]=1. The yield is 0.545. (6) The product is [Br:15][C:16]1[CH:24]=[CH:23][C:19]([C:20]([NH:10][S:7]([C:2]2[CH:3]=[CH:4][CH:5]=[CH:6][C:1]=2[S:11](=[O:13])(=[O:12])[NH2:14])(=[O:9])=[O:8])=[O:21])=[C:18]([F:25])[CH:17]=1. The catalyst is CN(C)C1C=CN=CC=1.CN(C)C=O. The yield is 0.910. The reactants are [C:1]1([S:11]([NH2:14])(=[O:13])=[O:12])[C:2]([S:7]([NH2:10])(=[O:9])=[O:8])=[CH:3][CH:4]=[CH:5][CH:6]=1.[Br:15][C:16]1[CH:24]=[CH:23][C:19]([C:20](O)=[O:21])=[C:18]([F:25])[CH:17]=1.Cl.CN(C)CCCN=C=NCC.O.